From a dataset of Forward reaction prediction with 1.9M reactions from USPTO patents (1976-2016). Predict the product of the given reaction. Given the reactants [CH3:1][C@@:2]12[C:8]([CH3:10])([CH3:9])[C@@H:5]([CH2:6][CH2:7]1)[C:4](=O)[C:3]2=O.COP([CH2:19][C:20](=O)[C:21]1([C:24]([F:27])([F:26])[F:25])[CH2:23][CH2:22]1)(=O)OC.O.[NH2:30][NH2:31], predict the reaction product. The product is: [CH3:1][C@@:2]12[C:8]([CH3:10])([CH3:9])[C@@H:5]([CH2:6][CH2:7]1)[C:4]1[C:3]2=[N:30][N:31]=[C:20]([C:21]2([C:24]([F:27])([F:26])[F:25])[CH2:23][CH2:22]2)[CH:19]=1.